This data is from Reaction yield outcomes from USPTO patents with 853,638 reactions. The task is: Predict the reaction yield, written as a fraction of the theoretical maximum amount of product (1.0 means a 100% yield; for example, 0.34 means a 34% yield). (1) The reactants are [C:1]1([CH:7]2[N:11](COCC[Si](C)(C)C)[C:10]([C:20]3[CH:21]=[C:22]4[C:26](=[CH:27][CH:28]=3)[C:25](=[O:29])[CH2:24][CH2:23]4)=[C:9]([C:30]3[CH:35]=[CH:34][N:33]=[CH:32][CH:31]=3)[NH:8]2)[CH:6]=[CH:5][CH:4]=[CH:3][CH:2]=1.Cl. The catalyst is C(O)C. The product is [C:1]1([C:7]2[NH:8][C:9]([C:30]3[CH:31]=[CH:32][N:33]=[CH:34][CH:35]=3)=[C:10]([C:20]3[CH:21]=[C:22]4[C:26](=[CH:27][CH:28]=3)[C:25](=[O:29])[CH2:24][CH2:23]4)[N:11]=2)[CH:2]=[CH:3][CH:4]=[CH:5][CH:6]=1. The yield is 0.960. (2) The reactants are [CH3:1][O:2][C:3]1[CH:4]=[C:5]2[C:10](=[CH:11][CH:12]=1)[N:9]=[C:8](O)[CH:7]=[CH:6]2.O=P(Cl)(Cl)[Cl:16]. No catalyst specified. The product is [Cl:16][C:8]1[CH:7]=[CH:6][C:5]2[C:10](=[CH:11][CH:12]=[C:3]([O:2][CH3:1])[CH:4]=2)[N:9]=1. The yield is 0.860. (3) The reactants are C[O:2][C:3]([C:5]1[N:6]=[CH:7][C:8]2[N:9]([CH:20]=[N:21][CH:22]=2)[C:10]=1[NH:11][C:12]1[CH:17]=[CH:16][C:15]([I:18])=[CH:14][C:13]=1[F:19])=[O:4].[OH-].C[Sn+](C)C. The catalyst is ClCCCl. The product is [F:19][C:13]1[CH:14]=[C:15]([I:18])[CH:16]=[CH:17][C:12]=1[NH:11][C:10]1[N:9]2[CH:20]=[N:21][CH:22]=[C:8]2[CH:7]=[N:6][C:5]=1[C:3]([OH:4])=[O:2]. The yield is 0.977. (4) The reactants are [NH2:1][C:2]1[C:11]([S:12]CC2C=CC=CC=2)=[CH:10][C:5]([C:6]([O:8][CH3:9])=[O:7])=[C:4]([NH:20][C:21]2[CH:26]=[CH:25][CH:24]=[CH:23][C:22]=2[F:27])[C:3]=1[F:28].Cl.[N:30]([O-])=O.[Na+].C([O-])(O)=O.[Na+]. The catalyst is C(O)(=O)C.O. The product is [F:28][C:3]1[C:2]2[N:1]=[N:30][S:12][C:11]=2[CH:10]=[C:5]([C:6]([O:8][CH3:9])=[O:7])[C:4]=1[NH:20][C:21]1[CH:26]=[CH:25][CH:24]=[CH:23][C:22]=1[F:27]. The yield is 0.921. (5) The reactants are [CH3:1][C@@H:2]1[C@H:6]([C:7]2[CH:12]=[CH:11][CH:10]=[CH:9][CH:8]=2)[O:5][C:4](=[O:13])[NH:3]1.[CH2:14](Br)[C:15]#[CH:16]. No catalyst specified. The product is [CH3:1][C@@H:2]1[C@H:6]([C:7]2[CH:12]=[CH:11][CH:10]=[CH:9][CH:8]=2)[O:5][C:4](=[O:13])[N:3]1[CH2:16][C:15]#[CH:14]. The yield is 0.760. (6) The reactants are [CH3:1][N:2]([CH3:32])[C:3]1([C:26]2[CH:31]=[CH:30][CH:29]=[CH:28][CH:27]=2)[CH2:8][CH2:7][CH:6]([CH2:9][C:10]([NH:12][CH2:13][CH2:14][CH2:15][CH2:16][C:17]2[C:25]3[C:20](=[CH:21][CH:22]=[CH:23][CH:24]=3)[NH:19][CH:18]=2)=[O:11])[CH2:5][CH2:4]1.[Cl:33][Si](C)(C)C. The catalyst is CC(CC)=O. The product is [ClH:33].[CH3:32][N:2]([CH3:1])[C:3]1([C:26]2[CH:27]=[CH:28][CH:29]=[CH:30][CH:31]=2)[CH2:4][CH2:5][CH:6]([CH2:9][C:10]([NH:12][CH2:13][CH2:14][CH2:15][CH2:16][C:17]2[C:25]3[C:20](=[CH:21][CH:22]=[CH:23][CH:24]=3)[NH:19][CH:18]=2)=[O:11])[CH2:7][CH2:8]1. The yield is 0.650.